Dataset: Reaction yield outcomes from USPTO patents with 853,638 reactions. Task: Predict the reaction yield, written as a fraction of the theoretical maximum amount of product (1.0 means a 100% yield; for example, 0.34 means a 34% yield). (1) The reactants are C([O:8][C:9]1[C:14]([CH2:15][N:16]2[CH2:25][CH2:24][C:23]3[C:18](=[C:19]([Cl:36])[C:20]([CH:27]([O:34][CH3:35])[CH:28]4[CH2:33][CH2:32][NH:31][CH2:30][CH2:29]4)=[CH:21][C:22]=3[Cl:26])[C:17]2=[O:37])=[C:13]([CH3:38])[CH:12]=[C:11]([CH3:39])[N:10]=1)C1C=CC=CC=1.C(N(CC)CC)C.[C:47]([O:50][CH2:51][C:52](Cl)=[O:53])(=[O:49])[CH3:48].FC(F)(F)C(O)=O. The catalyst is ClCCl. The product is [C:47]([O:50][CH2:51][C:52]([N:31]1[CH2:32][CH2:33][CH:28]([CH:27]([C:20]2[C:19]([Cl:36])=[C:18]3[C:23]([CH2:24][CH2:25][N:16]([CH2:15][C:14]4[C:9](=[O:8])[NH:10][C:11]([CH3:39])=[CH:12][C:13]=4[CH3:38])[C:17]3=[O:37])=[C:22]([Cl:26])[CH:21]=2)[O:34][CH3:35])[CH2:29][CH2:30]1)=[O:53])(=[O:49])[CH3:48]. The yield is 1.00. (2) The yield is 0.960. The product is [O:1]1[C:5]2[CH:6]=[CH:7][C:8]([O:10][C:11]3[CH:16]=[C:15]([CH3:17])[C:14]([C:18]4[N:23]=[C:24]([NH2:26])[S:25][CH:19]=4)=[C:13]([CH3:22])[CH:12]=3)=[CH:9][C:4]=2[O:3][CH2:2]1. The reactants are [O:1]1[C:5]2[CH:6]=[CH:7][C:8]([O:10][C:11]3[CH:16]=[C:15]([CH3:17])[C:14]([C:18](=O)[CH2:19]Br)=[C:13]([CH3:22])[CH:12]=3)=[CH:9][C:4]=2[O:3][CH2:2]1.[NH2:23][C:24]([NH2:26])=[S:25]. The catalyst is CCO. (3) The catalyst is C(Cl)Cl. The reactants are [CH3:1][C:2]1[S:6][C:5]([NH:7][C:8](=[O:31])[C:9]2[CH:14]=[CH:13][C:12]([O:15][C:16]3[CH:21]=[CH:20][N:19]=[C:18]4[NH:22][N:23]=[C:24]([CH:25]5[CH2:30][CH2:29][CH2:28][NH:27][CH2:26]5)[C:17]=34)=[CH:11][CH:10]=2)=[N:4][CH:3]=1.[CH:32]1([C:35](Cl)=[O:36])[CH2:34][CH2:33]1.C([O-])(O)=O.[Na+]. The yield is 0.260. The product is [CH:32]1([C:35]([N:27]2[CH2:28][CH2:29][CH2:30][CH:25]([C:24]3[C:17]4[C:18](=[N:19][CH:20]=[CH:21][C:16]=4[O:15][C:12]4[CH:11]=[CH:10][C:9]([C:8]([NH:7][C:5]5[S:6][C:2]([CH3:1])=[CH:3][N:4]=5)=[O:31])=[CH:14][CH:13]=4)[NH:22][N:23]=3)[CH2:26]2)=[O:36])[CH2:34][CH2:33]1. (4) The reactants are [Cl-].[NH4+].[N+:3]([C:6]1[CH:11]=[CH:10][C:9]([C:12]2[N:16]=[CH:15][O:14][N:13]=2)=[CH:8][CH:7]=1)([O-])=O. The catalyst is O.C1COCC1.[Zn]. The product is [O:14]1[CH:15]=[N:16][C:12]([C:9]2[CH:10]=[CH:11][C:6]([NH2:3])=[CH:7][CH:8]=2)=[N:13]1. The yield is 0.920. (5) The reactants are CC1(C)[O:6][C@@H:5]([CH2:7][N:8]2[CH2:12][C:11]3[CH:13]=[C:14]([C:17]4[C:25]5[C:20](=[CH:21][C:22]([F:26])=[CH:23][CH:24]=5)[N:19](C(OC(C)(C)C)=O)[CH:18]=4)[CH:15]=[CH:16][C:10]=3[S:9]2(=[O:35])=[O:34])[CH2:4][O:3]1.FC(F)(F)C(O)=O. The catalyst is ClCCl. The product is [OH:6][C@H:5]([CH2:4][OH:3])[CH2:7][N:8]1[CH2:12][C:11]2[CH:13]=[C:14]([C:17]3[C:25]4[C:20](=[CH:21][C:22]([F:26])=[CH:23][CH:24]=4)[NH:19][CH:18]=3)[CH:15]=[CH:16][C:10]=2[S:9]1(=[O:35])=[O:34]. The yield is 0.270.